From a dataset of Full USPTO retrosynthesis dataset with 1.9M reactions from patents (1976-2016). Predict the reactants needed to synthesize the given product. (1) Given the product [Cl:1][C:2]1[CH:18]=[C:17]([N+:19]([O-:21])=[O:20])[CH:16]=[CH:15][C:3]=1[O:4][C:5]1[CH:12]=[CH:11][CH:10]=[C:9]([OH:13])[C:6]=1[CH:7]=[O:8], predict the reactants needed to synthesize it. The reactants are: [Cl:1][C:2]1[CH:18]=[C:17]([N+:19]([O-:21])=[O:20])[CH:16]=[CH:15][C:3]=1[O:4][C:5]1[CH:12]=[CH:11][CH:10]=[C:9]([O:13]C)[C:6]=1[CH:7]=[O:8].ClCCl.B(Br)(Br)Br.O. (2) Given the product [C:31]([NH:34][C:35]1[CH:40]=[C:39]([C:2]2[C:22]([O:23][CH3:24])=[CH:21][CH:20]=[C:4]([CH:5]=[C:6]3[C:14]4[C:9](=[CH:10][C:11]([NH:15][C:16](=[O:18])[CH3:17])=[CH:12][CH:13]=4)[NH:8][C:7]3=[O:19])[CH:3]=2)[CH:38]=[CH:37][CH:36]=1)(=[O:33])[CH3:32], predict the reactants needed to synthesize it. The reactants are: Br[C:2]1[CH:3]=[C:4]([CH:20]=[CH:21][C:22]=1[O:23][CH3:24])[CH:5]=[C:6]1[C:14]2[C:9](=[CH:10][C:11]([NH:15][C:16](=[O:18])[CH3:17])=[CH:12][CH:13]=2)[NH:8][C:7]1=[O:19].C(=O)([O-])[O-].[Na+].[Na+].[C:31]([NH:34][C:35]1[CH:36]=[C:37](B(O)O)[CH:38]=[CH:39][CH:40]=1)(=[O:33])[CH3:32].O.